Dataset: Catalyst prediction with 721,799 reactions and 888 catalyst types from USPTO. Task: Predict which catalyst facilitates the given reaction. (1) Reactant: C[Si](C)(C)CC[O:5][CH2:6][C:7]1([C:20]([O:22][CH3:23])=[O:21])[O:12][CH2:11][CH2:10][N:9]([C:13]([O:15][C:16]([CH3:19])([CH3:18])[CH3:17])=[O:14])[CH2:8]1.C(O)(C(F)(F)F)=O.C(N(C(C)C)C(C)C)C.C(OC(OC(C)(C)C)=O)(OC(C)(C)C)=O. Product: [OH:5][CH2:6][C:7]1([C:20]([O:22][CH3:23])=[O:21])[O:12][CH2:11][CH2:10][N:9]([C:13]([O:15][C:16]([CH3:18])([CH3:19])[CH3:17])=[O:14])[CH2:8]1. The catalyst class is: 34. (2) Reactant: [C:1]([O:5][C:6]1[N:11]=[CH:10][C:9]([O:12][CH:13]2[CH2:16][N:15]([C:17]3[C:18](F)=[C:19](CO)[CH:20]=[CH:21][CH:22]=3)[CH2:14]2)=[CH:8][CH:7]=1)(C)(C)C.[CH:26]1N=CN(C(N2C=NC=C2)=[O:32])C=1.[C:38](=[O:41])([OH:40])[OH:39].[NH2:42][C:43]([NH2:45])=[NH:44].[C:46]([OH:52])([C:48](F)(F)F)=[O:47]. Product: [C:38]([C@@H:1]([C@H:48]([C:46]([OH:52])=[O:47])[OH:32])[OH:5])([OH:40])=[O:41].[C:43]([NH:45][C:38](=[O:41])[O:39][CH:17]([N:15]1[CH2:14][CH:13]([O:12][C:9]2[CH:8]=[CH:7][C:6](=[O:5])[NH:11][CH:10]=2)[CH2:16]1)[C:18]1[CH:19]=[CH:20][CH:21]=[CH:22][CH:26]=1)(=[NH:42])[NH2:44]. The catalyst class is: 139. (3) The catalyst class is: 12. Product: [NH2:12][C:8]1[CH:7]=[C:6]([C:3]([CH3:5])([CH3:4])[C:1]#[N:2])[CH:11]=[CH:10][CH:9]=1. Reactant: [C:1]([C:3]([C:6]1[CH:7]=[C:8]([NH:12]C(=O)OC(C)(C)C)[CH:9]=[CH:10][CH:11]=1)([CH3:5])[CH3:4])#[N:2].Cl. (4) Reactant: C[O:2][C:3](=[O:21])[CH2:4][C:5]1[CH:10]=[CH:9][C:8]([C:11]2[CH:19]=[CH:18][CH:17]=[C:16]3[C:12]=2[C:13]([NH2:20])=[N:14][NH:15]3)=[CH:7][CH:6]=1.Cl. Product: [NH2:20][C:13]1[C:12]2[C:16](=[CH:17][CH:18]=[CH:19][C:11]=2[C:8]2[CH:9]=[CH:10][C:5]([CH2:4][C:3]([OH:21])=[O:2])=[CH:6][CH:7]=2)[NH:15][N:14]=1. The catalyst class is: 5. (5) Reactant: I[C:2]1[C:18]([O:19][CH2:20][C@@H:21]([NH:26][C:27](=[O:33])[O:28][C:29]([CH3:32])([CH3:31])[CH3:30])[CH2:22][CH:23]([CH3:25])[CH3:24])=[CH:17][C:5]2[N:6]([CH3:16])[C:7](=[O:15])[C:8]3[C:13]([C:4]=2[CH:3]=1)=[CH:12][CH:11]=[N:10][C:9]=3[CH3:14].N1CCC[C@H]1C(O)=O.[CH3:42][S:43]([OH:45])=[O:44].[Na].[OH-].[Na+]. Product: [CH3:14][C:9]1[N:10]=[CH:11][CH:12]=[C:13]2[C:8]=1[C:7](=[O:15])[N:6]([CH3:16])[C:5]1[CH:17]=[C:18]([O:19][CH2:20][C@@H:21]([NH:26][C:27](=[O:33])[O:28][C:29]([CH3:31])([CH3:30])[CH3:32])[CH2:22][CH:23]([CH3:24])[CH3:25])[C:2]([S:43]([CH3:42])(=[O:45])=[O:44])=[CH:3][C:4]2=1. The catalyst class is: 156.